This data is from Forward reaction prediction with 1.9M reactions from USPTO patents (1976-2016). The task is: Predict the product of the given reaction. (1) Given the reactants [C:1]1([CH2:7][CH2:8][OH:9])[CH:6]=[CH:5][CH:4]=[CH:3][CH:2]=1.[F:10][C:11]1[CH:19]=[CH:18][C:14]([C:15](O)=[O:16])=[CH:13][CH:12]=1.[OH-].[K+], predict the reaction product. The product is: [F:10][C:11]1[CH:19]=[CH:18][C:14]([C:15]([O:9][CH2:8][CH2:7][C:1]2[CH:6]=[CH:5][CH:4]=[CH:3][CH:2]=2)=[O:16])=[CH:13][CH:12]=1. (2) The product is: [C:1]([O:8][CH2:9][CH:10]1[CH2:12][CH2:11]1)(=[O:7])[CH2:2]/[CH:3]=[CH:4]/[CH2:5][CH3:6]. Given the reactants [C:1]([O:8][CH3:9])(=[O:7])[CH2:2]/[CH:3]=[CH:4]/[CH2:5][CH3:6].[CH:10]1(CO)[CH2:12][CH2:11]1, predict the reaction product.